This data is from Peptide-MHC class I binding affinity with 185,985 pairs from IEDB/IMGT. The task is: Regression. Given a peptide amino acid sequence and an MHC pseudo amino acid sequence, predict their binding affinity value. This is MHC class I binding data. (1) The binding affinity (normalized) is 0.521. The peptide sequence is AALFMYYAKR. The MHC is HLA-A11:01 with pseudo-sequence HLA-A11:01. (2) The peptide sequence is KRLQILGYL. The MHC is HLA-A02:16 with pseudo-sequence HLA-A02:16. The binding affinity (normalized) is 0.0847. (3) The MHC is HLA-B07:02 with pseudo-sequence HLA-B07:02. The peptide sequence is ISKKAKGWF. The binding affinity (normalized) is 0. (4) The binding affinity (normalized) is 0.420. The MHC is HLA-A30:02 with pseudo-sequence HLA-A30:02. The peptide sequence is EIEPKLDGYY. (5) The peptide sequence is YILGFAIPI. The MHC is HLA-B51:01 with pseudo-sequence HLA-B51:01. The binding affinity (normalized) is 0.0847. (6) The peptide sequence is HPYVFCALL. The MHC is HLA-B51:01 with pseudo-sequence HLA-B51:01. The binding affinity (normalized) is 0.263.